This data is from Ames mutagenicity test results for genotoxicity prediction. The task is: Regression/Classification. Given a drug SMILES string, predict its toxicity properties. Task type varies by dataset: regression for continuous values (e.g., LD50, hERG inhibition percentage) or binary classification for toxic/non-toxic outcomes (e.g., AMES mutagenicity, cardiotoxicity, hepatotoxicity). Dataset: ames. (1) The molecule is Cc1c2c(c(C)c3ccccc13)C1OC1c1ccccc1-2. The result is 1 (mutagenic). (2) The compound is OC1c2ccccc2-c2ccc3ccccc3c2C1O. The result is 0 (non-mutagenic). (3) The molecule is Cc1ccc(S(=O)(=O)NC(=O)NN2CCCCCC2)cc1. The result is 0 (non-mutagenic). (4) The result is 0 (non-mutagenic). The compound is O=S(=O)(O)Oc1ccc2cc3ccc4cccc5ccc(c2c1)c3c45. (5) The molecule is CC(OP(C)(=O)F)C(C)(C)C. The result is 0 (non-mutagenic). (6) The molecule is Clc1nncc2ccccc12. The result is 0 (non-mutagenic).